Dataset: Peptide-MHC class I binding affinity with 185,985 pairs from IEDB/IMGT. Task: Regression. Given a peptide amino acid sequence and an MHC pseudo amino acid sequence, predict their binding affinity value. This is MHC class I binding data. (1) The peptide sequence is FEFILRYGD. The MHC is HLA-B51:01 with pseudo-sequence HLA-B51:01. The binding affinity (normalized) is 0.0847. (2) The peptide sequence is KYTHFFSGF. The MHC is HLA-A30:01 with pseudo-sequence HLA-A30:01. The binding affinity (normalized) is 0.169. (3) The peptide sequence is LSTYAVRI. The MHC is Mamu-B52 with pseudo-sequence Mamu-B52. The binding affinity (normalized) is 0.476. (4) The peptide sequence is GTEKLTITY. The MHC is HLA-B48:01 with pseudo-sequence HLA-B48:01. The binding affinity (normalized) is 0.0847. (5) The peptide sequence is LRLRSGEMR. The MHC is Mamu-B03 with pseudo-sequence Mamu-B03. The binding affinity (normalized) is 0.0587.